Dataset: Reaction yield outcomes from USPTO patents with 853,638 reactions. Task: Predict the reaction yield, written as a fraction of the theoretical maximum amount of product (1.0 means a 100% yield; for example, 0.34 means a 34% yield). (1) The reactants are [CH3:1][NH:2][C:3]1[CH:12]=[CH:11][C:6]([C:7](OC)=[O:8])=[CH:5][CH:4]=1.[H-].[H-].[H-].[H-].[Li+].[Al+3]. The catalyst is C1COCC1. The product is [CH3:1][NH:2][C:3]1[CH:12]=[CH:11][C:6]([CH2:7][OH:8])=[CH:5][CH:4]=1. The yield is 0.600. (2) The reactants are [CH3:1][C:2]([O:4][C@H:5]1[C:14]2[C@@:15]3([CH3:30])[C@@H:26]([CH2:27][O:28][CH3:29])[O:25][C:23](=[O:24])[C:17]4=[CH:18][O:19][C:20]([C:21](=[O:22])[C:13]=2[C@@H:8]2[CH2:9][CH2:10][C@H:11]([OH:12])[C@@:7]2([CH3:31])[CH2:6]1)=[C:16]34)=[O:3].[CH3:32][NH:33][CH:34]1[CH2:38][N:37]([CH3:39])[CH2:36][CH2:35]1. The catalyst is C(Cl)Cl. The product is [C:2]([O:4][C@H:5]1[C:14]2[C@:15]3([CH3:30])[C:16](/[C:17](=[CH:18]\[N:33]([CH3:32])[CH:34]4[CH2:35][CH2:36][N:37]([CH3:39])[CH2:38]4)/[C:23](=[O:24])[O:25][C@@H:26]3[CH2:27][O:28][CH3:29])=[C:20]([OH:19])[C:21](=[O:22])[C:13]=2[CH:8]2[C@@:7]([CH3:31])([C@@H:11]([OH:12])[CH2:10][CH2:9]2)[CH2:6]1)(=[O:3])[CH3:1]. The yield is 0.380. (3) The reactants are Cl[C:2]1[C:11]([C@@H:12]([N:14]2[C:22](=[O:23])[C:21]3[C:16](=[CH:17][CH:18]=[CH:19][CH:20]=3)[C:15]2=[O:24])[CH3:13])=[CH:10][C:9]2[C:4](=[C:5]([F:25])[CH:6]=[CH:7][CH:8]=2)[N:3]=1.[CH3:26][S:27][C:28]1[CH:33]=[CH:32][CH:31]=[CH:30][C:29]=1B(O)O.C(=O)([O-])[O-].[K+].[K+]. The catalyst is CN(C=O)C.CCOC(C)=O. The product is [F:25][C:5]1[CH:6]=[CH:7][CH:8]=[C:9]2[C:4]=1[N:3]=[C:2]([C:29]1[CH:30]=[CH:31][CH:32]=[CH:33][C:28]=1[S:27][CH3:26])[C:11]([C@@H:12]([N:14]1[C:22](=[O:23])[C:21]3[C:16](=[CH:17][CH:18]=[CH:19][CH:20]=3)[C:15]1=[O:24])[CH3:13])=[CH:10]2. The yield is 0.840. (4) The reactants are [C:1]([O:5][C:6]([N:8]1[CH2:13][CH2:12][CH2:11][CH:10]([C:14]([OH:16])=O)[CH2:9]1)=[O:7])([CH3:4])([CH3:3])[CH3:2].[H-].[Na+].C(Cl)(=O)C(Cl)=O.[NH2:25][C:26]1[CH:31]=[CH:30][CH:29]=[CH:28][CH:27]=1.C([Li])CCC.Cl.[NH4+]. The catalyst is ClCCl.O1CCCC1.CN(C)C=O. The product is [C:1]([O:5][C:6]([N:8]1[CH2:13][CH2:12][CH2:11][CH:10]([C:14]([NH:25][C:26]2[CH:31]=[CH:30][CH:29]=[CH:28][CH:27]=2)=[O:16])[CH2:9]1)=[O:7])([CH3:2])([CH3:3])[CH3:4]. The yield is 0.710. (5) The reactants are [CH3:1][NH:2][S:3]([C:6]1[CH:7]=[N:8][CH:9]=[CH:10][CH:11]=1)(=[O:5])=[O:4].[H-].[Na+].Br[CH2:15][C:16]1[N:21]=[C:20]([N:22]2[CH2:27][CH2:26][O:25][CH2:24][CH2:23]2)[CH:19]=[C:18]([Cl:28])[N:17]=1. The catalyst is CN(C=O)C. The product is [Cl:28][C:18]1[CH:19]=[C:20]([N:22]2[CH2:27][CH2:26][O:25][CH2:24][CH2:23]2)[N:21]=[C:16]([CH2:15][N:2]([CH3:1])[S:3]([C:6]2[CH:7]=[N:8][CH:9]=[CH:10][CH:11]=2)(=[O:4])=[O:5])[N:17]=1. The yield is 0.820. (6) The reactants are [Cl:1][C:2]1[CH:21]=[CH:20][C:5]([NH:6][C:7]2[C:16]3[C:11](=[CH:12][C:13]([OH:19])=[C:14]([O:17][CH3:18])[CH:15]=3)[N:10]=[CH:9][N:8]=2)=[C:4]([F:22])[CH:3]=1.[C:23]([NH:26][C:27]1[S:28][CH:29]=[C:30]([CH2:32]Cl)[N:31]=1)(=[O:25])[CH3:24].C(=O)([O-])[O-].[K+].[K+]. The catalyst is CN(C=O)C. The product is [ClH:1].[C:23]([NH:26][C:27]1[S:28][CH:29]=[C:30]([CH2:32][O:19][C:13]2[CH:12]=[C:11]3[C:16]([C:7]([NH:6][C:5]4[CH:20]=[CH:21][C:2]([Cl:1])=[CH:3][C:4]=4[F:22])=[N:8][CH:9]=[N:10]3)=[CH:15][C:14]=2[O:17][CH3:18])[N:31]=1)(=[O:25])[CH3:24]. The yield is 0.240. (7) The reactants are [Cl:1][CH2:2][CH2:3][C:4]([C:6]1[CH:11]=[CH:10][CH:9]=[CH:8][CH:7]=1)=[O:5].[NH4+].[Cl-].[CH2:14](Br)[CH:15]=[CH2:16]. The catalyst is C1COCC1.[Zn]. The product is [Cl:1][CH2:2][CH2:3][C:4]([C:6]1[CH:11]=[CH:10][CH:9]=[CH:8][CH:7]=1)([OH:5])[CH2:16][CH:15]=[CH2:14]. The yield is 0.970. (8) The reactants are [CH2:1]([O:8][C:9](=[O:31])[NH:10][C@@H:11]1[C:14](=[O:15])[N:13]([CH2:16][C:17]2[CH:22]=[CH:21][C:20]([O:23][CH3:24])=[CH:19][C:18]=2[O:25][CH3:26])[C@@H:12]1/[CH:27]=[CH:28]/[O:29]C)[C:2]1[CH:7]=[CH:6][CH:5]=[CH:4][CH:3]=1.Cl. The catalyst is O1CCOCC1. The product is [CH2:1]([O:8][C:9](=[O:31])[NH:10][C@H:11]1[C@@H:12]([CH2:27][CH:28]=[O:29])[N:13]([CH2:16][C:17]2[CH:22]=[CH:21][C:20]([O:23][CH3:24])=[CH:19][C:18]=2[O:25][CH3:26])[C:14]1=[O:15])[C:2]1[CH:7]=[CH:6][CH:5]=[CH:4][CH:3]=1. The yield is 0.580. (9) The reactants are [C:1]([CH2:3][C:4]1[S:8][CH:7]=[C:6]([C:9](O)=[O:10])[CH:5]=1)#[N:2].CSC.B.O. The catalyst is C1COCC1. The product is [OH:10][CH2:9][C:6]1[CH:5]=[C:4]([CH2:3][C:1]#[N:2])[S:8][CH:7]=1. The yield is 0.690.